Dataset: Forward reaction prediction with 1.9M reactions from USPTO patents (1976-2016). Task: Predict the product of the given reaction. (1) Given the reactants [NH2:1][C@@H:2]([CH2:6][CH2:7][CH2:8][CH2:9][OH:10])[C:3]([OH:5])=[O:4].C(OP(ON1[C:25](=[O:26])[C:24]2[CH:27]=[CH:28][CH:29]=[CH:30][C:23]=2N=N1)(OCC)=O)C.N1C=CN=C1.N1CCCC1.OCCCC[C@H](NC(=O)C1C=CC=CC=1)C(=O)N1CCCC1.CC(OI1(OC(C)=O)(OC(C)=O)OC(=O)C2C=CC=CC1=2)=O.O=C(N1CCCC1)[C@@H](NC(=O)C1C=CC=CC=1)CCCC=O.C1([C@@H]2C[C@H]2N)C=CC=CC=1.C(O[BH-](OC(=O)C)OC(=O)C)(=O)C.[Na+], predict the reaction product. The product is: [C:25]([NH:1][C@@H:2]([CH2:6][CH2:7][CH2:8][CH2:9][OH:10])[C:3]([OH:5])=[O:4])(=[O:26])[C:24]1[CH:27]=[CH:28][CH:29]=[CH:30][CH:23]=1. (2) Given the reactants [C:1]([O:5][C:6]([N:8]1[CH2:12][C@H:11](O)[CH2:10][C@H:9]1[C:14]([O:16][CH3:17])=[O:15])=[O:7])([CH3:4])([CH3:3])[CH3:2].[F-].[Na+].C(N(/C(/F)=C(\F)/C(F)(F)[F:28])CC)C.C(N(C(F)(F)C(F)C(F)(F)F)CC)C, predict the reaction product. The product is: [C:1]([O:5][C:6]([N:8]1[CH2:12][C@@H:11]([F:28])[CH2:10][C@H:9]1[C:14]([O:16][CH3:17])=[O:15])=[O:7])([CH3:4])([CH3:3])[CH3:2].